This data is from Catalyst prediction with 721,799 reactions and 888 catalyst types from USPTO. The task is: Predict which catalyst facilitates the given reaction. (1) Reactant: [C:1]([NH:4][C:5]1[S:6][C:7]([C:11]2[S:15][C:14]([S:16](Cl)(=[O:18])=[O:17])=[CH:13][CH:12]=2)=[C:8]([CH3:10])[N:9]=1)(=[O:3])[CH3:2].[CH3:20][N:21]([CH3:25])[CH2:22][CH2:23][NH2:24].C(N(CC)CC)C. Product: [CH3:20][N:21]([CH3:25])[CH2:22][CH2:23][NH:24][S:16]([C:14]1[S:15][C:11]([C:7]2[S:6][C:5]([NH:4][C:1](=[O:3])[CH3:2])=[N:9][C:8]=2[CH3:10])=[CH:12][CH:13]=1)(=[O:18])=[O:17]. The catalyst class is: 2. (2) Reactant: C1(P(C2C=CC=CC=2)C2C=CC=CC=2)C=CC=CC=1.C1C=CC(CNC(CN2C3C(=CC=CC=3)C(C=O)=C2)=O)=CC=1.[N:42]([CH2:45][C@H:46]1[O:50][C:49](=[O:51])[N:48]([C:52]2[CH:57]=[CH:56][C:55]([CH:58]([O:61][CH3:62])[O:59][CH3:60])=[C:54]([F:63])[CH:53]=2)[CH2:47]1)=[N+]=[N-].C([BH3-])#N.[Na+]. Product: [NH2:42][CH2:45][C@@H:46]1[O:50][C:49](=[O:51])[N:48]([C:52]2[CH:57]=[CH:56][C:55]([CH:58]([O:59][CH3:60])[O:61][CH3:62])=[C:54]([F:63])[CH:53]=2)[CH2:47]1. The catalyst class is: 1. (3) Reactant: [CH3:1][O:2][C:3]([C@H:5]1[CH2:9][C@H:8]([OH:10])[CH2:7][N:6]1[C:11]([O:13][C:14]([CH3:17])([CH3:16])[CH3:15])=[O:12])=[O:4].[CH3:18][O:19][C:20]1[CH:21]=[C:22](O)[CH:23]=[CH:24][CH:25]=1.C1(P(C2C=CC=CC=2)C2C=CC=CC=2)C=CC=CC=1.C(OC(N=NC(OC(C)C)=O)=O)(C)C. Product: [CH3:1][O:2][C:3]([C@H:5]1[CH2:9][C@@H:8]([O:10][C:24]2[CH:23]=[CH:22][CH:21]=[C:20]([O:19][CH3:18])[CH:25]=2)[CH2:7][N:6]1[C:11]([O:13][C:14]([CH3:17])([CH3:16])[CH3:15])=[O:12])=[O:4]. The catalyst class is: 56. (4) Reactant: [NH2:1][C:2]1[N:6]([C@@H:7]2[CH2:12][CH2:11][NH:10][CH2:9][C@H:8]2[O:13][C:14](=[O:16])[CH3:15])[C:5]2[CH:17]=[C:18]([F:21])[CH:19]=[CH:20][C:4]=2[N:3]=1.C(=O)([O-])[O-].[Cs+].[Cs+].F[C:29]1[CH:34]=[C:33]([Cl:35])[CH:32]=[CH:31][C:30]=1[N+:36]([O-:38])=[O:37].O. Product: [NH2:1][C:2]1[N:6]([C@@H:7]2[CH2:12][CH2:11][N:10]([C:29]3[CH:34]=[C:33]([Cl:35])[CH:32]=[CH:31][C:30]=3[N+:36]([O-:38])=[O:37])[CH2:9][C@H:8]2[O:13][C:14](=[O:16])[CH3:15])[C:5]2[CH:17]=[C:18]([F:21])[CH:19]=[CH:20][C:4]=2[N:3]=1. The catalyst class is: 23. (5) Reactant: [CH2:1]([NH:8][C:9]1[N:14]=[C:13]([C:15]2[C:23]3[C:18](=[N:19][C:20]([NH:24][CH2:25][CH2:26][N:27]4[CH2:32][CH2:31][CH2:30][CH2:29][CH2:28]4)=[N:21][CH:22]=3)[N:17](COCC[Si](C)(C)C)[N:16]=2)[CH:12]=[CH:11][CH:10]=1)[C:2]1[CH:7]=[CH:6][CH:5]=[CH:4][CH:3]=1.C(C(O)=O)(F)(F)F. Product: [CH2:1]([NH:8][C:9]1[N:14]=[C:13]([C:15]2[C:23]3[C:18](=[N:19][C:20]([NH:24][CH2:25][CH2:26][N:27]4[CH2:32][CH2:31][CH2:30][CH2:29][CH2:28]4)=[N:21][CH:22]=3)[NH:17][N:16]=2)[CH:12]=[CH:11][CH:10]=1)[C:2]1[CH:3]=[CH:4][CH:5]=[CH:6][CH:7]=1. The catalyst class is: 4. (6) Reactant: [CH3:1][O:2][C:3]1[CH:4]=[C:5]2[C:10](=[CH:11][C:12]=1[O:13][CH3:14])[N:9]=[CH:8][N:7]=[C:6]2[O:15][C:16]1[CH:22]=[CH:21][C:19]([NH2:20])=[CH:18][CH:17]=1.Cl[C:24](Cl)([O:26]C(=O)OC(Cl)(Cl)Cl)Cl.[N:35]1([CH2:41][CH2:42][CH:43]([OH:47])[CH2:44][CH2:45][CH3:46])[CH2:40][CH2:39][CH2:38][CH2:37][CH2:36]1.C(=O)(O)[O-].[Na+]. Product: [CH3:1][O:2][C:3]1[CH:4]=[C:5]2[C:10](=[CH:11][C:12]=1[O:13][CH3:14])[N:9]=[CH:8][N:7]=[C:6]2[O:15][C:16]1[CH:22]=[CH:21][C:19]([NH:20][C:24](=[O:26])[O:47][CH:43]([CH2:42][CH2:41][N:35]2[CH2:40][CH2:39][CH2:38][CH2:37][CH2:36]2)[CH2:44][CH2:45][CH3:46])=[CH:18][CH:17]=1. The catalyst class is: 208. (7) Reactant: [Cl:1][C:2]1[CH:3]=[C:4]([CH:7]=[C:8]([O:10][C:11]2[C:16](=[O:17])[N:15]([CH2:18][C:19]3[CH:24]=[C:23]([CH2:25][OH:26])[N:22]=[N:21][C:20]=3[O:27][CH3:28])[CH:14]=[N:13][C:12]=2[C:29]([F:32])([F:31])[F:30])[CH:9]=1)[C:5]#[N:6].CC(OI1(OC(C)=O)(OC(C)=O)OC(=O)C2C=CC=CC1=2)=O. Product: [Cl:1][C:2]1[CH:3]=[C:4]([CH:7]=[C:8]([O:10][C:11]2[C:16](=[O:17])[N:15]([CH2:18][C:19]3[CH:24]=[C:23]([CH:25]=[O:26])[N:22]=[N:21][C:20]=3[O:27][CH3:28])[CH:14]=[N:13][C:12]=2[C:29]([F:32])([F:30])[F:31])[CH:9]=1)[C:5]#[N:6]. The catalyst class is: 4.